This data is from Forward reaction prediction with 1.9M reactions from USPTO patents (1976-2016). The task is: Predict the product of the given reaction. (1) The product is: [F:11][C:3]1[CH:4]=[C:5]([CH:9]=[CH:10][C:2]=1[C:25]1[N:29]([CH3:30])[N:28]=[CH:27][CH:26]=1)[C:6]([OH:8])=[O:7]. Given the reactants Br[C:2]1[CH:10]=[CH:9][C:5]([C:6]([OH:8])=[O:7])=[CH:4][C:3]=1[F:11].C([O-])([O-])=O.[K+].[K+].CC1(C)COB([C:25]2[N:29]([CH3:30])[N:28]=[CH:27][CH:26]=2)OC1, predict the reaction product. (2) Given the reactants [NH2:1][C:2]1[CH:6]=[CH:5][NH:4][N:3]=1.[C:7]1(=O)[O:12][C:10](=[O:11])[C:9]2=[CH:13][CH:14]=[CH:15][CH:16]=[C:8]12.O, predict the reaction product. The product is: [NH:4]1[CH:5]=[CH:6][C:2]([N:1]2[C:10](=[O:11])[C:9]3[C:8](=[CH:16][CH:15]=[CH:14][CH:13]=3)[C:7]2=[O:12])=[N:3]1. (3) The product is: [C:2]1(=[O:1])[CH2:13][CH2:12][CH2:11][CH2:10][CH2:9][CH2:8][CH2:7][CH2:6][CH2:5][CH2:4][CH2:3]1. Given the reactants [O:1]1[CH:3]2[CH2:4][CH2:5][CH2:6][CH2:7][CH2:8][CH2:9][CH2:10][CH2:11][CH2:12][CH2:13][CH:2]12.[Li+].[Br-], predict the reaction product.